This data is from Catalyst prediction with 721,799 reactions and 888 catalyst types from USPTO. The task is: Predict which catalyst facilitates the given reaction. (1) Reactant: [CH:1]1[CH:10]=[C:9]2[C:11]([O:13][C:14](=[O:15])[C:7]3=[C:8]2[C:3](=[C:4]([Br:16])[CH:5]=[CH:6]3)[CH:2]=1)=O.[NH2:17][C:18]1[CH:23]=[CH:22][C:21]([CH3:24])=[CH:20][CH:19]=1.C(O)(=O)C. Product: [Br:16][C:4]1[CH:5]=[CH:6][C:7]2[C:14](=[O:15])[N:17]([C:18]3[CH:23]=[CH:22][C:21]([CH3:24])=[CH:20][CH:19]=3)[C:11](=[O:13])[C:9]3[C:8]=2[C:3]=1[CH:2]=[CH:1][CH:10]=3. The catalyst class is: 6. (2) Reactant: [N:1]1[C:8](Cl)=[N:7][C:5](Cl)=[N:4][C:2]=1Cl.[CH:10]1[C:15]([NH2:16])=[CH:14][CH:13]=[C:12]([OH:17])[CH:11]=1.[C:18]([O-:21])(=O)[CH3:19].[Na+]. Product: [OH:17][C:12]1[CH:13]=[CH:14][C:15]([NH:16][C:2]2[N:4]=[C:5]([NH:16][C:15]3[CH:14]=[CH:13][C:12]([OH:17])=[CH:11][CH:10]=3)[N:7]=[C:8]([NH:16][C:15]3[CH:10]=[CH:19][C:18]([OH:21])=[CH:13][CH:14]=3)[N:1]=2)=[CH:10][CH:11]=1. The catalyst class is: 311. (3) Reactant: [CH2:1]([N:8]1[C:17](=[O:18])[C:16]2[C:11](=[CH:12][CH:13]=[C:14]([C:19]([O:21]C)=[O:20])[CH:15]=2)[NH:10][C:9]1=[O:23])[C:2]1[CH:7]=[CH:6][CH:5]=[CH:4][CH:3]=1.O1CCOCC1.O.Cl. Product: [CH2:1]([N:8]1[C:17](=[O:18])[C:16]2[C:11](=[CH:12][CH:13]=[C:14]([C:19]([OH:21])=[O:20])[CH:15]=2)[NH:10][C:9]1=[O:23])[C:2]1[CH:3]=[CH:4][CH:5]=[CH:6][CH:7]=1. The catalyst class is: 16. (4) Reactant: [NH:1]1[CH2:6][CH2:5][NH:4][CH2:3][C:2]1=[O:7].[Cl:8][C:9]1[CH:14]=[CH:13][C:12]([CH:15]2[CH:19]([C:20]3[CH:25]=[CH:24][C:23]([Cl:26])=[CH:22][CH:21]=3)[N:18]([C:27]([N:29]3[CH2:34][CH2:33][CH:32]([CH2:35]Br)[CH2:31][CH2:30]3)=[O:28])[C:17]([C:37]3[CH:42]=[CH:41][C:40]([C:43]([F:46])([F:45])[F:44])=[CH:39][C:38]=3[O:47][CH2:48][CH3:49])=[N:16]2)=[CH:11][CH:10]=1. Product: [Cl:8][C:9]1[CH:14]=[CH:13][C:12]([CH:15]2[CH:19]([C:20]3[CH:21]=[CH:22][C:23]([Cl:26])=[CH:24][CH:25]=3)[N:18]([C:27]([N:29]3[CH2:34][CH2:33][CH:32]([CH2:35][N:4]4[CH2:5][CH2:6][NH:1][C:2](=[O:7])[CH2:3]4)[CH2:31][CH2:30]3)=[O:28])[C:17]([C:37]3[CH:42]=[CH:41][C:40]([C:43]([F:44])([F:45])[F:46])=[CH:39][C:38]=3[O:47][CH2:48][CH3:49])=[N:16]2)=[CH:11][CH:10]=1. The catalyst class is: 9. (5) Reactant: [Cl:1][C:2]1[C:6]([N:7]([CH2:14][C:15]#[CH:16])[C:8](=[O:13])[CH:9]([S:11][CH3:12])[CH3:10])=[CH:5][N:4]([C:17]2[CH:18]=[N:19][CH:20]=[CH:21][CH:22]=2)[N:3]=1.B1([O-])OO1.[OH2:27].[OH2:28].O.O.[Na+].C([O-])(O)=O.[Na+]. Product: [Cl:1][C:2]1[C:6]([N:7]([CH2:14][C:15]#[CH:16])[C:8](=[O:13])[CH:9]([S:11]([CH3:12])(=[O:28])=[O:27])[CH3:10])=[CH:5][N:4]([C:17]2[CH:18]=[N:19][CH:20]=[CH:21][CH:22]=2)[N:3]=1. The catalyst class is: 15. (6) Reactant: [H-].[Na+].C(S)C.[CH:6]1([C:9]2[C:10]([O:34]C)=[CH:11][CH:12]=[C:13]3[C:18]=2[O:17][C:16]([C:19]2[CH:24]=[CH:23][C:22]([O:25]CC4C=CC=CC=4)=[CH:21][CH:20]=2)=[CH:15][C:14]3=[O:33])[CH2:8][CH2:7]1.O. Product: [CH:6]1([C:9]2[C:10]([OH:34])=[CH:11][CH:12]=[C:13]3[C:18]=2[O:17][C:16]([C:19]2[CH:24]=[CH:23][C:22]([OH:25])=[CH:21][CH:20]=2)=[CH:15][C:14]3=[O:33])[CH2:8][CH2:7]1. The catalyst class is: 3. (7) Reactant: [CH3:1][C:2]1[CH:3]=[C:4]([CH:8]=[C:9]([CH3:28])[C:10]=1[NH:11][C:12](=[O:27])[C:13]1[CH:18]=[C:17]([N:19]2[CH2:24][CH2:23][C:22](=[O:25])[CH2:21][CH2:20]2)[CH:16]=[CH:15][C:14]=1[CH3:26])[C:5]([OH:7])=[O:6].[BH4-].[Na+]. Product: [OH:25][CH:22]1[CH2:21][CH2:20][N:19]([C:17]2[CH:16]=[CH:15][C:14]([CH3:26])=[C:13]([CH:18]=2)[C:12]([NH:11][C:10]2[C:9]([CH3:28])=[CH:8][C:4]([C:5]([OH:7])=[O:6])=[CH:3][C:2]=2[CH3:1])=[O:27])[CH2:24][CH2:23]1. The catalyst class is: 5.